From a dataset of Full USPTO retrosynthesis dataset with 1.9M reactions from patents (1976-2016). Predict the reactants needed to synthesize the given product. (1) The reactants are: [CH3:1][C:2]1[NH:3][C:4]2[C:9]([CH:10]=1)=[CH:8][CH:7]=[CH:6][C:5]=2[CH3:11].[CH3:12]C1C2C(=CC=CC=2)NC=1. Given the product [CH3:12][N:3]1[C:4]2[C:9](=[CH:8][CH:7]=[CH:6][C:5]=2[CH3:11])[CH:10]=[C:2]1[CH3:1], predict the reactants needed to synthesize it. (2) The reactants are: [C:1]([OH:6])(=[O:5])[CH:2]([CH3:4])[OH:3].CC(C)[O-].CC(C)[O-].CC(C)[O-].CC(C)[O-].[Ti+4:23].[OH-].[Na+:25].C(O)CO. Given the product [Na+:25].[C:1]([O-:6])(=[O:5])[CH:2]([CH3:4])[OH:3].[Ti+4:23].[C:1]([O-:6])(=[O:5])[CH:2]([CH3:4])[OH:3].[C:1]([O-:6])(=[O:5])[CH:2]([CH3:4])[OH:3].[C:1]([O-:6])(=[O:5])[CH:2]([CH3:4])[OH:3].[C:1]([O-:6])(=[O:5])[CH:2]([CH3:4])[OH:3], predict the reactants needed to synthesize it. (3) The reactants are: Cl.[I:2][C:3]1([CH2:6][C@H:7]([CH2:16][O:17][Si](C)(C)C(C)(C)C)[O:8][Si](C)(C)C(C)(C)C)[CH2:5][CH2:4]1. Given the product [I:2][C:3]1([CH2:6][C@@H:7]([OH:8])[CH2:16][OH:17])[CH2:5][CH2:4]1, predict the reactants needed to synthesize it. (4) Given the product [C:37]1([C:46]2[CH:51]=[CH:50][CH:49]=[CH:48][CH:47]=2)[CH:42]=[CH:41][CH:40]=[CH:39][C:38]=1[C:43]([N:18]1[CH2:17][CH2:16][CH:15]2[CH:20]([N:13]([C:9]3[N:8]=[C:7]([C:1]4[CH:2]=[CH:3][CH:4]=[CH:5][CH:6]=4)[CH:12]=[CH:11][N:10]=3)[CH2:14]2)[CH2:19]1)=[O:44], predict the reactants needed to synthesize it. The reactants are: [C:1]1([C:7]2[CH:12]=[CH:11][N:10]=[C:9]([N:13]3[CH:20]4[CH:15]([CH2:16][CH2:17][NH:18][CH2:19]4)[CH2:14]3)[N:8]=2)[CH:6]=[CH:5][CH:4]=[CH:3][CH:2]=1.CC1C=C(C)N=C(N2[C@@H]3[C@@H](CCNC3)C2)N=1.[C:37]1([C:46]2[CH:51]=[CH:50][CH:49]=[CH:48][CH:47]=2)[C:38]([C:43](O)=[O:44])=[CH:39][CH:40]=[CH:41][CH:42]=1.S1C=CC=C1C1C=CC=CC=1C(O)=O. (5) Given the product [Cl:1][C:2]1[C:7]([Cl:8])=[CH:6][CH:5]=[CH:4][C:3]=1[NH:9][C:10]([NH:30][C:28]1[NH:27][N:26]=[C:25]([C:20]2[CH:21]=[CH:22][CH:23]=[CH:24][C:19]=2[F:18])[CH:29]=1)=[O:17], predict the reactants needed to synthesize it. The reactants are: [Cl:1][C:2]1[C:7]([Cl:8])=[CH:6][CH:5]=[CH:4][C:3]=1[NH:9][C:10](=[O:17])OCC(Cl)(Cl)Cl.[F:18][C:19]1[CH:24]=[CH:23][CH:22]=[CH:21][C:20]=1[C:25]1[CH:29]=[C:28]([NH2:30])[NH:27][N:26]=1.O. (6) The reactants are: [NH2:1][C:2]1[N:7]=[C:6]([CH3:8])[C:5]([CH2:9][CH2:10][CH2:11][NH:12][CH2:13][C:14]2[CH:15]=[C:16]([CH2:20][C:21]([O:23][CH3:24])=[O:22])[CH:17]=[CH:18][CH:19]=2)=[C:4]([NH:25][CH2:26][CH2:27][CH2:28][CH2:29][CH3:30])[N:3]=1.Cl.[CH3:32][N:33]([CH3:40])[CH2:34][CH2:35][CH2:36][C:37](O)=[O:38].CN(C(ON1N=NC2C=CC=NC1=2)=[N+](C)C)C.F[P-](F)(F)(F)(F)F. Given the product [NH2:1][C:2]1[N:7]=[C:6]([CH3:8])[C:5]([CH2:9][CH2:10][CH2:11][N:12]([CH2:13][C:14]2[CH:15]=[C:16]([CH2:20][C:21]([O:23][CH3:24])=[O:22])[CH:17]=[CH:18][CH:19]=2)[C:37](=[O:38])[CH2:36][CH2:35][CH2:34][N:33]([CH3:40])[CH3:32])=[C:4]([NH:25][CH2:26][CH2:27][CH2:28][CH2:29][CH3:30])[N:3]=1, predict the reactants needed to synthesize it. (7) Given the product [OH:22][C:8]1[C:7]([CH:2]=[O:3])=[C:12]2[O:13][C:14](=[O:21])[C:15]3[CH2:16][N:17]([CH2:33][C:32]([CH3:34])=[CH2:31])[CH2:18][CH2:19][C:20]=3[C:11]2=[CH:10][CH:9]=1, predict the reactants needed to synthesize it. The reactants are: O1CCC[O:3][CH:2]1[C:7]1[C:12]2[O:13][C:14](=[O:21])[C:15]3[CH2:16][NH:17][CH2:18][CH2:19][C:20]=3[C:11]=2[CH:10]=[CH:9][C:8]=1[OH:22].CCN(CC)CC.Br[CH2:31][C:32]([CH3:34])=[CH2:33]. (8) Given the product [Cl:2][C:3]1[CH:4]=[CH:5][C:6]([NH:9][C:10](=[O:30])[C:11]2[C:16]([F:17])=[CH:15][CH:14]=[CH:13][C:12]=2[NH:18][C:19]([CH:21]2[CH2:22][CH2:23][N:24]([CH:27]([CH3:28])[CH3:29])[CH2:25][CH2:26]2)=[O:20])=[N:7][CH:8]=1, predict the reactants needed to synthesize it. The reactants are: Cl.[Cl:2][C:3]1[CH:4]=[CH:5][C:6]([NH:9][C:10](=[O:30])[C:11]2[C:16]([F:17])=[CH:15][CH:14]=[CH:13][C:12]=2[NH:18][C:19]([CH:21]2[CH2:26][CH2:25][N:24]([CH:27]([CH3:29])[CH3:28])[CH2:23][CH2:22]2)=[O:20])=[N:7][CH:8]=1.FC(F)(F)C(O)=O.ClC1C=CC(NC(=O)C2C(F)=CC=CC=2NC(C2CCNCC2)=O)=NC=1.